Task: Predict the reactants needed to synthesize the given product.. Dataset: Full USPTO retrosynthesis dataset with 1.9M reactions from patents (1976-2016) Given the product [C:1]([O:5][C:6]([N:8]1[CH2:13][CH2:12][N:11]([C:14]([O:16][CH2:17][C:18]2[CH:23]=[CH:22][CH:21]=[CH:20][CH:19]=2)=[O:15])[CH2:10][C@@H:9]1[CH2:24][N:31]([CH2:30][C:29]1[CH:48]=[CH:49][CH:50]=[CH:51][C:28]=1[O:27][CH3:26])[CH2:32][C:33](=[O:47])[CH:34]([C:35]1[CH:40]=[CH:39][CH:38]=[CH:37][CH:36]=1)[C:41]1[CH:42]=[CH:43][CH:44]=[CH:45][CH:46]=1)=[O:7])([CH3:4])([CH3:2])[CH3:3], predict the reactants needed to synthesize it. The reactants are: [C:1]([O:5][C:6]([N:8]1[CH2:13][CH2:12][N:11]([C:14]([O:16][CH2:17][C:18]2[CH:23]=[CH:22][CH:21]=[CH:20][CH:19]=2)=[O:15])[CH2:10][C@@H:9]1[CH:24]=O)=[O:7])([CH3:4])([CH3:3])[CH3:2].[CH3:26][O:27][C:28]1[CH:51]=[CH:50][CH:49]=[CH:48][C:29]=1[CH2:30][NH:31][CH2:32][C:33](=[O:47])[CH:34]([C:41]1[CH:46]=[CH:45][CH:44]=[CH:43][CH:42]=1)[C:35]1[CH:40]=[CH:39][CH:38]=[CH:37][CH:36]=1.[Na].C(=O)(O)[O-].[Na+].